Dataset: Full USPTO retrosynthesis dataset with 1.9M reactions from patents (1976-2016). Task: Predict the reactants needed to synthesize the given product. Given the product [OH:39][CH2:38][CH2:37][C:33]1[CH:32]=[C:31]([CH:36]=[CH:35][CH:34]=1)[CH2:30][N:26]1[CH2:25][CH2:24][C:22]2([O:21][CH2:20][CH2:19][N:18]([C:16]([C:14]3[N:15]=[C:11]([CH:8]([CH3:10])[CH3:9])[S:12][CH:13]=3)=[O:17])[CH2:23]2)[CH2:28][CH2:27]1, predict the reactants needed to synthesize it. The reactants are: FC(F)(F)C(O)=O.[CH:8]([C:11]1[S:12][CH:13]=[C:14]([C:16]([N:18]2[CH2:23][C:22]3([CH2:28][CH2:27][NH:26][CH2:25][CH2:24]3)[O:21][CH2:20][CH2:19]2)=[O:17])[N:15]=1)([CH3:10])[CH3:9].Br[CH2:30][C:31]1[CH:32]=[C:33]([CH2:37][CH2:38][OH:39])[CH:34]=[CH:35][CH:36]=1.C(N(CC)CC)C.